Dataset: Experimentally validated miRNA-target interactions with 360,000+ pairs, plus equal number of negative samples. Task: Binary Classification. Given a miRNA mature sequence and a target amino acid sequence, predict their likelihood of interaction. (1) The miRNA is mmu-miR-6954-5p with sequence UGGGGCAGUUCUGGGGGCAGAU. The protein sequence of the target gene is MGWLTRIVCLFWGVLLTARANYQNGKNNVPRLKLSYKEMLESNNVITFNGLANSSSYHTFLLDEERSRLYVGAKDHIFSFDLVNIKDFQKIVWPVSYTRRDECKWAGKDILKECANFIKVLKAYNQTHLYACGTGAFHPICTYIEIGHHPEDNIFKLENSHFENGRGKSPYDPKLLTASLLIDGELYSGTAADFMGRDFAIFRTLGHHHPIRTEQHDSRWLNDPKFISAHLISESDNPEDDKVYFFFRENAIDGEHSGKATHARIGQICKNDFGGHRSLVNKWTTFLKARLICSVPGPNG.... Result: 0 (no interaction). (2) The miRNA is mmu-miR-301b-3p with sequence CAGUGCAAUGGUAUUGUCAAAGC. The protein sequence of the target gene is MASAELQGKYQKLAQEYSKLRAQNQVLKKGVVDEQASSAALKEQLKMKDQSLRKLQQEMDSLTFRNLQLAKRVELLQDELALSEPRGKKNKKSGESSSQLSQEQKSVFDEDLQKKIEENERLHIQFFEADEHHRHVEAELRSRLATLETEAAQHQAVIDGLTRKYMETIEKLQSDKAKLEVKSQTLEKEAKECRLRTEECQLQLKNLHEDLSGRLEESLSIINEKVPFNDTKCHLYNALNVPLHNRRHQLKMRDIAGQALAFVQDLVPALLNFHTYTEQRIQIFPVDSAIDTISPLNQKF.... Result: 1 (interaction). (3) The miRNA is hsa-miR-1827 with sequence UGAGGCAGUAGAUUGAAU. The protein sequence of the target gene is MAAAVLSGPSAGSAAGVPGGTGGLSAVSSGPRLRLLLLESVSGLLQPRTGSAVAPVHPPNRSAPHLPGLMCLLRLHGSVGGAQNLSALGALVSLSNARLSSIKTRFEGLCLLSLLVGESPTELFQQHCVSWLRSIQQVLQTQDPPATMELAVAVLRDLLRYAAQLPALFRDISMNHLPGLLTSLLGLRPECEQSALEGMKACMTYFPRACGSLKGKLASFFLSRVDALSPQLQQLACECYSRLPSLGAGFSQGLKHTESWEQELHSLLASLHTLLGALYEGAETAPVQNEGPGVEMLLSS.... Result: 1 (interaction).